From a dataset of Reaction yield outcomes from USPTO patents with 853,638 reactions. Predict the reaction yield, written as a fraction of the theoretical maximum amount of product (1.0 means a 100% yield; for example, 0.34 means a 34% yield). (1) The reactants are Br[C:2]1[CH:3]=[C:4]([N:22]([CH2:29][CH2:30][O:31][CH3:32])[CH:23]2[CH2:28][CH2:27][O:26][CH2:25][CH2:24]2)[C:5]([CH3:21])=[C:6]([CH:20]=1)[C:7]([NH:9][CH2:10][C:11]1[C:12](=[O:19])[NH:13][C:14]([CH3:18])=[CH:15][C:16]=1[CH3:17])=[O:8].[O:33]1[CH2:38][CH2:37][N:36]([CH2:39][C:40]2[CH:45]=[CH:44][C:43](B(O)O)=[CH:42][CH:41]=2)[CH2:35][CH2:34]1.C(=O)([O-])[O-].[Na+].[Na+]. The catalyst is O1CCOCC1.O. The product is [CH3:17][C:16]1[CH:15]=[C:14]([CH3:18])[NH:13][C:12](=[O:19])[C:11]=1[CH2:10][NH:9][C:7]([C:6]1[CH:20]=[C:2]([C:43]2[CH:42]=[CH:41][C:40]([CH2:39][N:36]3[CH2:37][CH2:38][O:33][CH2:34][CH2:35]3)=[CH:45][CH:44]=2)[CH:3]=[C:4]([N:22]([CH2:29][CH2:30][O:31][CH3:32])[CH:23]2[CH2:28][CH2:27][O:26][CH2:25][CH2:24]2)[C:5]=1[CH3:21])=[O:8]. The yield is 0.380. (2) The reactants are OC(C1CCOCC1)C1N2N=C(N[C:13]3[CH:21]=[C:20]4[C:16]([C:17]([CH3:24])([CH3:23])[C:18](=[O:22])[NH:19]4)=[CH:15][CH:14]=3)N=C2C=CC=1.N1C2C(=CC=CC=2)CC1=O.S(Cl)(Cl)=O.C(N(CC)C(C)C)(C)C.C(=O)(O)[O-].[Na+]. The catalyst is C(Cl)(Cl)Cl.[Zn].ClCCl. The product is [CH3:23][C:17]1([CH3:24])[C:16]2[C:20](=[CH:21][CH:13]=[CH:14][CH:15]=2)[NH:19][C:18]1=[O:22]. The yield is 0.420. (3) The reactants are [CH3:1][O:2][C:3]1[N:8]=[C:7]([C:9]2[CH:13]=[CH:12][S:11][C:10]=2[CH:14]=O)[CH:6]=[CH:5][CH:4]=1.[CH3:16][C:17]([CH3:19])=[O:18].[OH-].[Na+].Cl. The catalyst is O. The product is [CH3:1][O:2][C:3]1[N:8]=[C:7]([C:9]2[CH:13]=[CH:12][S:11][C:10]=2/[CH:14]=[CH:16]/[C:17](=[O:18])[CH3:19])[CH:6]=[CH:5][CH:4]=1. The yield is 0.670. (4) The reactants are [OH:1][C:2]1[CH:7]=[CH:6][N:5]([C:8]2[CH:9]=[CH:10][C:11]3[C:12]4[CH2:21][N:20]([C:22]([O:24][C:25]([CH3:28])([CH3:27])[CH3:26])=[O:23])[CH2:19][CH2:18][C:13]=4[N:14]([CH3:17])[C:15]=3[CH:16]=2)[C:4](=[O:29])[CH:3]=1.[Li]N([Si](C)(C)C)[Si](C)(C)C.C1(N([S:47]([C:50]([F:53])([F:52])[F:51])(=[O:49])=[O:48])[S:47]([C:50]([F:53])([F:52])[F:51])(=[O:49])=[O:48])C=CC=CC=1. The catalyst is C1COCC1. The product is [CH3:17][N:14]1[C:15]2[CH:16]=[C:8]([N:5]3[CH:6]=[CH:7][C:2]([O:1][S:47]([C:50]([F:53])([F:52])[F:51])(=[O:49])=[O:48])=[CH:3][C:4]3=[O:29])[CH:9]=[CH:10][C:11]=2[C:12]2[CH2:21][N:20]([C:22]([O:24][C:25]([CH3:26])([CH3:28])[CH3:27])=[O:23])[CH2:19][CH2:18][C:13]1=2. The yield is 0.400. (5) The reactants are [C:1]1([CH3:21])[CH:6]=[CH:5][C:4]([S:7]([O:10][C:11]2[CH:12]=[C:13]([CH:16]=[CH:17][C:18]=2[O:19][CH3:20])[CH2:14]O)(=[O:9])=[O:8])=[CH:3][CH:2]=1.S(Cl)([Cl:24])=O.C(O)=O. The catalyst is C1C=CC=CC=1. The product is [C:1]1([CH3:21])[CH:6]=[CH:5][C:4]([S:7]([O:10][C:11]2[CH:12]=[C:13]([CH:16]=[CH:17][C:18]=2[O:19][CH3:20])[CH2:14][Cl:24])(=[O:9])=[O:8])=[CH:3][CH:2]=1. The yield is 0.900.